From a dataset of Reaction yield outcomes from USPTO patents with 853,638 reactions. Predict the reaction yield, written as a fraction of the theoretical maximum amount of product (1.0 means a 100% yield; for example, 0.34 means a 34% yield). (1) The reactants are [C:1]1([C:7]([C:24]2[CH:29]=[CH:28][CH:27]=[CH:26][CH:25]=2)=[CH:8][CH2:9][N:10]2[CH2:15][CH2:14][N:13]([C:16]3[CH:23]=[CH:22][C:19]([C:20]#[N:21])=[CH:18][CH:17]=3)[CH2:12][CH2:11]2)[CH:6]=[CH:5][CH:4]=[CH:3][CH:2]=1.[Li+].C[Si]([N-:35][Si](C)(C)C)(C)C. The catalyst is O1CCCC1. The product is [C:24]1([C:7]([C:1]2[CH:2]=[CH:3][CH:4]=[CH:5][CH:6]=2)=[CH:8][CH2:9][N:10]2[CH2:11][CH2:12][N:13]([C:16]3[CH:17]=[CH:18][C:19]([C:20](=[NH:35])[NH2:21])=[CH:22][CH:23]=3)[CH2:14][CH2:15]2)[CH:29]=[CH:28][CH:27]=[CH:26][CH:25]=1. The yield is 0.710. (2) The reactants are Br[C:2]1[CH:3]=[C:4]([N:24]([CH2:31][CH3:32])[CH:25]2[CH2:30][CH2:29][O:28][CH2:27][CH2:26]2)[C:5]([CH3:23])=[C:6]([CH:22]=1)[C:7]([NH:9][CH2:10][C:11]1[C:12](=[O:21])[NH:13][C:14]([CH3:20])=[CH:15][C:16]=1[CH:17]([CH3:19])[CH3:18])=[O:8].CC1(C)C(C)(C)OB([C:41]2[CH:42]=[CH:43][C:44]([N:47]3[CH2:52][CH2:51][CH:50]([NH:53][C:54](=[O:60])[O:55][C:56]([CH3:59])([CH3:58])[CH3:57])[CH2:49][CH2:48]3)=[N:45][CH:46]=2)O1.C([O-])([O-])=O.[Na+].[Na+]. The catalyst is O1CCOCC1.C1C=CC([P]([Pd]([P](C2C=CC=CC=2)(C2C=CC=CC=2)C2C=CC=CC=2)([P](C2C=CC=CC=2)(C2C=CC=CC=2)C2C=CC=CC=2)[P](C2C=CC=CC=2)(C2C=CC=CC=2)C2C=CC=CC=2)(C2C=CC=CC=2)C2C=CC=CC=2)=CC=1. The product is [CH2:31]([N:24]([CH:25]1[CH2:30][CH2:29][O:28][CH2:27][CH2:26]1)[C:4]1[CH:3]=[C:2]([C:41]2[CH:42]=[CH:43][C:44]([N:47]3[CH2:52][CH2:51][CH:50]([NH:53][C:54](=[O:60])[O:55][C:56]([CH3:58])([CH3:57])[CH3:59])[CH2:49][CH2:48]3)=[N:45][CH:46]=2)[CH:22]=[C:6]([C:7](=[O:8])[NH:9][CH2:10][C:11]2[C:12](=[O:21])[NH:13][C:14]([CH3:20])=[CH:15][C:16]=2[CH:17]([CH3:19])[CH3:18])[C:5]=1[CH3:23])[CH3:32]. The yield is 0.630. (3) The reactants are [Cl:1][C:2]1[N:7]=[N:6][C:5]([C:8](OCC)=[O:9])=[C:4]([NH:13][C:14]2[CH:19]=[CH:18][C:17]([F:20])=[C:16]([CH:21]([CH3:23])[CH3:22])[N:15]=2)[CH:3]=1.[NH3:24].CO. No catalyst specified. The product is [Cl:1][C:2]1[N:7]=[N:6][C:5]([C:8]([NH2:24])=[O:9])=[C:4]([NH:13][C:14]2[CH:19]=[CH:18][C:17]([F:20])=[C:16]([CH:21]([CH3:23])[CH3:22])[N:15]=2)[CH:3]=1. The yield is 0.940. (4) The reactants are [CH3:1][O:2][CH2:3][C@@H:4]([O:6][C:7]1[CH:8]=[C:9]([OH:24])[CH:10]=[C:11]([C:13]2[NH:14][C:15]([C:18]3[O:19][CH2:20][C@@H:21]([CH3:23])[N:22]=3)=[CH:16][CH:17]=2)[CH:12]=1)[CH3:5].Br[C:26]1[CH:31]=[N:30][C:29]([S:32]([CH3:35])(=[O:34])=[O:33])=[CH:28][N:27]=1.C(=O)([O-])[O-].[Cs+].[Cs+].O. The catalyst is C(#N)C. The product is [CH3:1][O:2][CH2:3][C@@H:4]([O:6][C:7]1[CH:8]=[C:9]([CH:10]=[C:11]([C:13]2[NH:14][C:15]([C:18]3[O:19][CH2:20][C@@H:21]([CH3:23])[N:22]=3)=[CH:16][CH:17]=2)[CH:12]=1)[O:24][C:26]1[CH:31]=[N:30][C:29]([S:32]([CH3:35])(=[O:34])=[O:33])=[CH:28][N:27]=1)[CH3:5]. The yield is 0.910. (5) The reactants are C(Cl)(=O)C(Cl)=O.CS(C)=O.[OH:11][CH:12]1[CH2:17][CH2:16][N:15]([C:18]2([CH3:30])[CH2:22][CH2:21][N:20]([C:23]([O:25][C:26]([CH3:29])([CH3:28])[CH3:27])=[O:24])[CH2:19]2)[CH2:14][CH2:13]1.C(N(CC)CC)C. The catalyst is ClCCl. The product is [CH3:30][C:18]1([N:15]2[CH2:16][CH2:17][C:12](=[O:11])[CH2:13][CH2:14]2)[CH2:22][CH2:21][N:20]([C:23]([O:25][C:26]([CH3:27])([CH3:28])[CH3:29])=[O:24])[CH2:19]1. The yield is 0.890.